This data is from TCR-epitope binding with 47,182 pairs between 192 epitopes and 23,139 TCRs. The task is: Binary Classification. Given a T-cell receptor sequence (or CDR3 region) and an epitope sequence, predict whether binding occurs between them. (1) The epitope is GMFNMLSTVLGVS. The TCR CDR3 sequence is CSARVGGDTQYF. Result: 1 (the TCR binds to the epitope). (2) The epitope is NQKLIANQF. The TCR CDR3 sequence is CASSLAGGNEQFF. Result: 0 (the TCR does not bind to the epitope). (3) The epitope is MPASWVMRI. The TCR CDR3 sequence is CASSFGLAGSDTQYF. Result: 1 (the TCR binds to the epitope). (4) The epitope is FLYNLLTRV. The TCR CDR3 sequence is CASSYESNYGYTF. Result: 1 (the TCR binds to the epitope). (5) The epitope is TPINLVRDL. The TCR CDR3 sequence is CASSHAGSSYNEQFF. Result: 0 (the TCR does not bind to the epitope).